From a dataset of NCI-60 drug combinations with 297,098 pairs across 59 cell lines. Regression. Given two drug SMILES strings and cell line genomic features, predict the synergy score measuring deviation from expected non-interaction effect. (1) Drug 1: C1C(C(OC1N2C=C(C(=O)NC2=O)F)CO)O. Drug 2: CC(C)(C#N)C1=CC(=CC(=C1)CN2C=NC=N2)C(C)(C)C#N. Cell line: OVCAR-5. Synergy scores: CSS=19.1, Synergy_ZIP=1.19, Synergy_Bliss=0.814, Synergy_Loewe=-12.5, Synergy_HSA=-0.366. (2) Drug 1: CC1C(C(=O)NC(C(=O)N2CCCC2C(=O)N(CC(=O)N(C(C(=O)O1)C(C)C)C)C)C(C)C)NC(=O)C3=C4C(=C(C=C3)C)OC5=C(C(=O)C(=C(C5=N4)C(=O)NC6C(OC(=O)C(N(C(=O)CN(C(=O)C7CCCN7C(=O)C(NC6=O)C(C)C)C)C)C(C)C)C)N)C. Drug 2: C1CN1P(=S)(N2CC2)N3CC3. Cell line: SK-MEL-5. Synergy scores: CSS=15.7, Synergy_ZIP=-2.26, Synergy_Bliss=0.850, Synergy_Loewe=1.50, Synergy_HSA=1.76. (3) Drug 1: C1=CN(C=N1)CC(O)(P(=O)(O)O)P(=O)(O)O. Drug 2: CN1C2=C(C=C(C=C2)N(CCCl)CCCl)N=C1CCCC(=O)O.Cl. Cell line: A549. Synergy scores: CSS=1.45, Synergy_ZIP=1.32, Synergy_Bliss=3.73, Synergy_Loewe=2.12, Synergy_HSA=0.261. (4) Drug 1: CC(CN1CC(=O)NC(=O)C1)N2CC(=O)NC(=O)C2. Drug 2: CC1CCC2CC(C(=CC=CC=CC(CC(C(=O)C(C(C(=CC(C(=O)CC(OC(=O)C3CCCCN3C(=O)C(=O)C1(O2)O)C(C)CC4CCC(C(C4)OC)OCCO)C)C)O)OC)C)C)C)OC. Cell line: RXF 393. Synergy scores: CSS=14.1, Synergy_ZIP=-4.25, Synergy_Bliss=-7.52, Synergy_Loewe=-6.97, Synergy_HSA=-4.81. (5) Synergy scores: CSS=-4.09, Synergy_ZIP=-1.27, Synergy_Bliss=-5.99, Synergy_Loewe=-9.41, Synergy_HSA=-6.38. Cell line: IGROV1. Drug 2: COC1=C2C(=CC3=C1OC=C3)C=CC(=O)O2. Drug 1: CC12CCC(CC1=CCC3C2CCC4(C3CC=C4C5=CN=CC=C5)C)O. (6) Drug 1: C1C(C(OC1N2C=C(C(=O)NC2=O)F)CO)O. Drug 2: CC12CCC3C(C1CCC2OP(=O)(O)O)CCC4=C3C=CC(=C4)OC(=O)N(CCCl)CCCl.[Na+]. Cell line: EKVX. Synergy scores: CSS=-0.747, Synergy_ZIP=1.39, Synergy_Bliss=2.01, Synergy_Loewe=-0.309, Synergy_HSA=-0.262.